This data is from Forward reaction prediction with 1.9M reactions from USPTO patents (1976-2016). The task is: Predict the product of the given reaction. (1) Given the reactants [NH:1]1[C:9]2[C:4](=[CH:5][C:6]([CH:10]=[O:11])=[CH:7][CH:8]=2)[CH:3]=[CH:2]1.[H-].[Na+].[CH3:14][N:15]([CH3:19])[C:16](Cl)=[O:17].[Cl-].[NH4+], predict the reaction product. The product is: [CH:10]([C:6]1[CH:5]=[C:4]2[C:9](=[CH:8][CH:7]=1)[N:1]([C:16]([N:15]([CH3:19])[CH3:14])=[O:17])[CH:2]=[CH:3]2)=[O:11]. (2) Given the reactants [CH3:1][N:2]1[CH:6]=[C:5]([C:7]2[N:12]=[C:11]3[N:13]([CH2:16][C@H:17]4[CH2:22][CH2:21][CH2:20][N:19]([C:23]5[N:28]=[CH:27][C:26]([C:29]6[CH:44]=[CH:43][C:32]([CH2:33][N:34]7[CH2:39][CH2:38][N:37]([C:40](=[O:42])[CH3:41])[CH2:36][CH2:35]7)=[CH:31][CH:30]=6)=[CH:25][N:24]=5)[CH2:18]4)[N:14]=[N:15][C:10]3=[N:9][CH:8]=2)[CH:4]=[N:3]1.[ClH:45], predict the reaction product. The product is: [ClH:45].[CH3:1][N:2]1[CH:6]=[C:5]([C:7]2[N:12]=[C:11]3[N:13]([CH2:16][C@H:17]4[CH2:22][CH2:21][CH2:20][N:19]([C:23]5[N:28]=[CH:27][C:26]([C:29]6[CH:30]=[CH:31][C:32]([CH2:33][N:34]7[CH2:35][CH2:36][N:37]([C:40](=[O:42])[CH3:41])[CH2:38][CH2:39]7)=[CH:43][CH:44]=6)=[CH:25][N:24]=5)[CH2:18]4)[N:14]=[N:15][C:10]3=[N:9][CH:8]=2)[CH:4]=[N:3]1. (3) Given the reactants [C:1]1([C:7]#[C:8][C:9]2[C:17]3[C:12](=[N:13][CH:14]=[C:15]([C:18]4[CH:23]=[C:22]([O:24][CH3:25])[C:21]([O:26][CH3:27])=[C:20]([O:28][CH3:29])[CH:19]=4)[N:16]=3)[N:11]([S:30]([C:33]3[CH:38]=[CH:37][C:36]([CH3:39])=[CH:35][CH:34]=3)(=[O:32])=[O:31])[CH:10]=2)[CH:6]=[CH:5][CH:4]=[CH:3][CH:2]=1.S(=O)(=O)(O)[OH:41].CC(C)=O, predict the reaction product. The product is: [C:1]1([C:7](=[O:41])[CH2:8][C:9]2[C:17]3[C:12](=[N:13][CH:14]=[C:15]([C:18]4[CH:19]=[C:20]([O:28][CH3:29])[C:21]([O:26][CH3:27])=[C:22]([O:24][CH3:25])[CH:23]=4)[N:16]=3)[N:11]([S:30]([C:33]3[CH:34]=[CH:35][C:36]([CH3:39])=[CH:37][CH:38]=3)(=[O:32])=[O:31])[CH:10]=2)[CH:2]=[CH:3][CH:4]=[CH:5][CH:6]=1. (4) Given the reactants [C:1]([O:5][C:6](=[O:14])/[CH:7]=[CH:8]/[C:9]1[CH:13]=[CH:12][NH:11][CH:10]=1)([CH3:4])([CH3:3])[CH3:2].[N:15]1[CH:20]=[CH:19][CH:18]=[CH:17][C:16]=1[C:21]1[S:25][C:24]([S:26](Cl)(=[O:28])=[O:27])=[CH:23][CH:22]=1, predict the reaction product. The product is: [C:1]([O:5][C:6](=[O:14])/[CH:7]=[CH:8]/[C:9]1[CH:13]=[CH:12][N:11]([S:26]([C:24]2[S:25][C:21]([C:16]3[CH:17]=[CH:18][CH:19]=[CH:20][N:15]=3)=[CH:22][CH:23]=2)(=[O:27])=[O:28])[CH:10]=1)([CH3:4])([CH3:2])[CH3:3]. (5) Given the reactants NC1C=C(Cl)C(OC)=CC=1C(C1C=CC=CC=1Cl)=O.NC1C(C)=NN(CC=C)C=1Cl.[Cl:31][C:32]1[C:56]([O:57][CH3:58])=[CH:55][C:35]2[C:36]([C:48]3[CH:53]=[CH:52][CH:51]=[CH:50][C:49]=3[Cl:54])=[N:37][C:38]3[C:39]([N:41](CC=C)[NH:42][C:43]=3[CH3:44])=[N:40][C:34]=2[CH:33]=1.[H-].C([Al+]CC(C)C)C(C)C, predict the reaction product. The product is: [Cl:31][C:32]1[C:56]([O:57][CH3:58])=[CH:55][C:35]2[C:36]([C:48]3[CH:53]=[CH:52][CH:51]=[CH:50][C:49]=3[Cl:54])=[N:37][C:38]3[C:39]([NH:41][NH:42][C:43]=3[CH3:44])=[N:40][C:34]=2[CH:33]=1. (6) The product is: [C:26]1([S:23]([N:18]2[C:19]3[C:15](=[C:14]([N:11]4[CH2:10][CH2:9][NH:8][CH2:13][CH2:12]4)[CH:22]=[CH:21][CH:20]=3)[C:16]([Br:32])=[CH:17]2)(=[O:25])=[O:24])[CH:27]=[CH:28][CH:29]=[CH:30][CH:31]=1. Given the reactants C(OC([N:8]1[CH2:13][CH2:12][N:11]([C:14]2[CH:22]=[CH:21][CH:20]=[C:19]3[C:15]=2[C:16]([Br:32])=[CH:17][N:18]3[S:23]([C:26]2[CH:31]=[CH:30][CH:29]=[CH:28][CH:27]=2)(=[O:25])=[O:24])[CH2:10][CH2:9]1)=O)(C)(C)C.Cl, predict the reaction product.